From a dataset of Catalyst prediction with 721,799 reactions and 888 catalyst types from USPTO. Predict which catalyst facilitates the given reaction. (1) Reactant: [CH:1]1([CH2:7][CH2:8][O:9][C:10]2[CH:11]=[C:12]([CH:28]=[CH:29][CH:30]=2)[C:13]([N:15]2[CH2:20][CH2:19][N:18]([C:21]([NH:23][S:24]([CH3:27])(=[O:26])=[O:25])=[O:22])[CH2:17][CH2:16]2)=[O:14])[CH2:6][CH2:5][CH2:4][CH2:3][CH2:2]1.[C:31](=O)([O-])[O-].[K+].[K+].CI.CCOC(C)=O. Product: [CH:1]1([CH2:7][CH2:8][O:9][C:10]2[CH:11]=[C:12]([CH:28]=[CH:29][CH:30]=2)[C:13]([N:15]2[CH2:20][CH2:19][N:18]([C:21]([N:23]([CH3:31])[S:24]([CH3:27])(=[O:26])=[O:25])=[O:22])[CH2:17][CH2:16]2)=[O:14])[CH2:2][CH2:3][CH2:4][CH2:5][CH2:6]1. The catalyst class is: 3. (2) Reactant: [C:1](Cl)(=[O:12])[O:2][C:3]1[CH:8]=[CH:7][C:6]([N+:9]([O-:11])=[O:10])=[CH:5][CH:4]=1.ClCCl.[NH2:17][C:18]1[CH:27]=[CH:26][C:21]([C:22]([O:24][CH3:25])=[O:23])=[CH:20][C:19]=1[Cl:28].N1C=CC=CC=1. Product: [Cl:28][C:19]1[CH:20]=[C:21]([CH:26]=[CH:27][C:18]=1[NH:17][C:1]([O:2][C:3]1[CH:8]=[CH:7][C:6]([N+:9]([O-:11])=[O:10])=[CH:5][CH:4]=1)=[O:12])[C:22]([O:24][CH3:25])=[O:23]. The catalyst class is: 22. (3) Reactant: [F:1][C:2]1[CH:7]=[CH:6][C:5]([C:8]2[O:9][C:10]3[CH:20]=[C:19]([N:21]([CH3:26])[S:22]([CH3:25])(=[O:24])=[O:23])[C:18]([C:27]4[CH:32]=[CH:31][CH:30]=[C:29](B5OC(C)(C)C(C)(C)O5)[CH:28]=4)=[CH:17][C:11]=3[C:12]=2[C:13]([NH:15][CH3:16])=[O:14])=[CH:4][CH:3]=1.Br[C:43]1[CH:44]=[C:45]2[C:50](=[CH:51][CH:52]=1)[CH:49]=[N:48][CH:47]=[CH:46]2.[O-]P([O-])([O-])=O.[K+].[K+].[K+]. Product: [F:1][C:2]1[CH:3]=[CH:4][C:5]([C:8]2[O:9][C:10]3[CH:20]=[C:19]([N:21]([CH3:26])[S:22]([CH3:25])(=[O:23])=[O:24])[C:18]([C:27]4[CH:32]=[CH:31][CH:30]=[C:29]([C:43]5[CH:44]=[C:45]6[C:50](=[CH:51][CH:52]=5)[CH:49]=[N:48][CH:47]=[CH:46]6)[CH:28]=4)=[CH:17][C:11]=3[C:12]=2[C:13]([NH:15][CH3:16])=[O:14])=[CH:6][CH:7]=1. The catalyst class is: 151. (4) The catalyst class is: 399. Reactant: Cl.[NH2:2][CH2:3][CH2:4][CH2:5][CH2:6][C:7]([N:9]1[CH2:14][CH2:13][C:12]([CH2:16][N:17]2[C:22](=[O:23])[C:21]3[S:24][CH:25]=[C:26]([C:27]4[CH:32]=[CH:31][C:30]([F:33])=[CH:29][CH:28]=4)[C:20]=3[N:19]=[CH:18]2)([OH:15])[CH2:11][CH2:10]1)=[O:8].Cl.[CH3:35][N:36]([CH3:43])[CH2:37]/[CH:38]=[CH:39]/[C:40](O)=[O:41].CN(C(ON1N=NC2C=CC=NC1=2)=[N+](C)C)C.F[P-](F)(F)(F)(F)F.C(N(CC)CC)C. Product: [CH3:35][N:36]([CH3:43])[CH2:37]/[CH:38]=[CH:39]/[C:40]([NH:2][CH2:3][CH2:4][CH2:5][CH2:6][C:7]([N:9]1[CH2:10][CH2:11][C:12]([CH2:16][N:17]2[C:22](=[O:23])[C:21]3[S:24][CH:25]=[C:26]([C:27]4[CH:28]=[CH:29][C:30]([F:33])=[CH:31][CH:32]=4)[C:20]=3[N:19]=[CH:18]2)([OH:15])[CH2:13][CH2:14]1)=[O:8])=[O:41]. (5) Reactant: [F:1][C:2]1[CH:7]=[CH:6][C:5]([CH2:8][C:9]([N:11]2[C@H:15]([CH:16]([CH3:18])[CH3:17])[CH2:14][O:13][C:12]2=[O:19])=[O:10])=[CH:4][CH:3]=1.[CH3:20][Si]([N-][Si](C)(C)C)(C)C.[Na+].CI.CC(O)=O. Product: [F:1][C:2]1[CH:7]=[CH:6][C:5]([C@@H:8]([CH3:20])[C:9]([N:11]2[C@H:15]([CH:16]([CH3:17])[CH3:18])[CH2:14][O:13][C:12]2=[O:19])=[O:10])=[CH:4][CH:3]=1. The catalyst class is: 116. (6) Reactant: [CH3:1][C:2]1[N:3]([C:8]2[CH:16]=[C:15]([N+:17]([O-])=O)[CH:14]=[CH:13][C:9]=2[C:10]([OH:12])=[O:11])[C:4]([CH3:7])=[CH:5][CH:6]=1.O.[BH4-].[Na+]. Product: [NH2:17][C:15]1[CH:14]=[CH:13][C:9]([C:10]([OH:12])=[O:11])=[C:8]([N:3]2[C:4]([CH3:7])=[CH:5][CH:6]=[C:2]2[CH3:1])[CH:16]=1. The catalyst class is: 19.